Dataset: Full USPTO retrosynthesis dataset with 1.9M reactions from patents (1976-2016). Task: Predict the reactants needed to synthesize the given product. Given the product [C:69]([O:73][C:74](=[O:79])[NH:75][CH2:76][CH2:77][S:78][C:2]1[CH:7]=[CH:6][CH:5]=[C:4]([CH:8]([C:9]2[NH:13][C:12]3[CH:14]=[CH:15][C:16]([F:18])=[CH:17][C:11]=3[N:10]=2)[O:19][CH:20]2[CH2:25][CH2:24][N:23]([CH3:26])[CH2:22][CH2:21]2)[CH:3]=1)([CH3:72])([CH3:70])[CH3:71], predict the reactants needed to synthesize it. The reactants are: Br[C:2]1[CH:3]=[C:4]([CH:8]([O:19][CH:20]2[CH2:25][CH2:24][N:23]([CH3:26])[CH2:22][CH2:21]2)[C:9]2[NH:13][C:12]3[CH:14]=[CH:15][C:16]([F:18])=[CH:17][C:11]=3[N:10]=2)[CH:5]=[CH:6][CH:7]=1.CC1(C)C2C(=C(P(C3C=CC=CC=3)C3C=CC=CC=3)C=CC=2)OC2C(P(C3C=CC=CC=3)C3C=CC=CC=3)=CC=CC1=2.[C:69]([O:73][C:74](=[O:79])[NH:75][CH2:76][CH2:77][SH:78])([CH3:72])([CH3:71])[CH3:70].C(N(C(C)C)CC)(C)C.